Task: Predict the product of the given reaction.. Dataset: Forward reaction prediction with 1.9M reactions from USPTO patents (1976-2016) (1) Given the reactants Cl[C:2]1[N:7]=[C:6]([C:8]2[N:12]3[CH:13]=[C:14]([F:17])[CH:15]=[CH:16][C:11]3=[N:10][CH:9]=2)[N:5]=[C:4]([NH:18][C@@H:19]2[CH2:24][CH2:23][CH2:22][N:21]([C:25]([O:27][C:28]([CH3:31])([CH3:30])[CH3:29])=[O:26])[CH2:20]2)[CH:3]=1.[CH3:32][O:33][C:34]1[CH:39]=[CH:38][C:37]([CH2:40][NH2:41])=[CH:36][CH:35]=1.C(OC(N1CCC[C@@H](NC2N=C(C3N4C=C(F)C=CC4=NC=3)N=C(N3CCN(C(OCC4C=CC=CC=4)=O)CC3)C=2)C1)=O)(C)(C)C, predict the reaction product. The product is: [F:17][C:14]1[CH:15]=[CH:16][C:11]2[N:12]([C:8]([C:6]3[N:5]=[C:4]([NH:18][C@@H:19]4[CH2:24][CH2:23][CH2:22][N:21]([C:25]([O:27][C:28]([CH3:31])([CH3:30])[CH3:29])=[O:26])[CH2:20]4)[CH:3]=[C:2]([NH:41][CH2:40][C:37]4[CH:38]=[CH:39][C:34]([O:33][CH3:32])=[CH:35][CH:36]=4)[N:7]=3)=[CH:9][N:10]=2)[CH:13]=1. (2) Given the reactants [Cl:1][C:2]1[CH:7]=[C:6]([O:8][C:9]2[C:18]3[C:13](=[CH:14][C:15]([OH:21])=[C:16]([O:19][CH3:20])[CH:17]=3)[N:12]=[CH:11][CH:10]=2)[CH:5]=[CH:4][C:3]=1[NH:22][C:23]([NH:25][CH2:26][CH2:27][CH3:28])=[O:24].C(=O)([O-])[O-].[K+].[K+].Cl.Cl[CH2:37][C:38]1[CH:43]=[CH:42][CH:41]=[CH:40][N:39]=1.O, predict the reaction product. The product is: [Cl:1][C:2]1[CH:7]=[C:6]([O:8][C:9]2[C:18]3[C:13](=[CH:14][C:15]([O:21][CH2:37][C:38]4[CH:43]=[CH:42][CH:41]=[CH:40][N:39]=4)=[C:16]([O:19][CH3:20])[CH:17]=3)[N:12]=[CH:11][CH:10]=2)[CH:5]=[CH:4][C:3]=1[NH:22][C:23]([NH:25][CH2:26][CH2:27][CH3:28])=[O:24]. (3) Given the reactants [NH2:1][C:2]1[C:11]2=[N:12][N:13]([CH2:20][CH2:21][CH3:22])[C:14]([CH2:15][CH2:16][CH2:17][CH2:18][OH:19])=[C:10]2[C:9]2[CH:8]=[CH:7][CH:6]=[CH:5][C:4]=2[N:3]=1, predict the reaction product. The product is: [NH2:1][C:2]1[C:11]2=[N:12][N:13]([CH2:20][CH2:21][CH3:22])[C:14]([CH2:15][CH2:16][CH2:17][CH2:18][OH:19])=[C:10]2[C:9]2[CH2:8][CH2:7][CH2:6][CH2:5][C:4]=2[N:3]=1. (4) Given the reactants [Cl:1][C:2]1[CH:3]=[CH:4][C:5]2[N:11]3[CH:12]=[CH:13][CH:14]=[C:10]3[C@@H:9]([CH2:15][CH2:16][N:17]3[C:21]([C:22]([O:24]CC)=[O:23])=[CH:20][CH:19]=[N:18]3)[O:8][C@H:7]([C:27]3[CH:32]=[CH:31][CH:30]=[C:29]([O:33][CH3:34])[C:28]=3[O:35][CH3:36])[C:6]=2[CH:37]=1.C(=O)([O-])[O-].[K+].[K+], predict the reaction product. The product is: [Cl:1][C:2]1[CH:3]=[CH:4][C:5]2[N:11]3[CH:12]=[CH:13][CH:14]=[C:10]3[C@@H:9]([CH2:15][CH2:16][N:17]3[C:21]([C:22]([OH:24])=[O:23])=[CH:20][CH:19]=[N:18]3)[O:8][C@H:7]([C:27]3[CH:32]=[CH:31][CH:30]=[C:29]([O:33][CH3:34])[C:28]=3[O:35][CH3:36])[C:6]=2[CH:37]=1. (5) Given the reactants [C:1]([OH:7])(=O)[CH2:2][CH2:3][C:4]#[CH:5].ON1C2C=CC=CC=2N=N1.[NH2:18][CH2:19][CH2:20][N:21]1[CH2:26][CH2:25][O:24][CH2:23][CH2:22]1.C(N(CC)CC)C.Cl.CN(C)CCCN=C=NCC.N, predict the reaction product. The product is: [N:21]1([CH2:20][CH2:19][NH:18][C:1](=[O:7])[CH2:2][CH2:3][C:4]#[CH:5])[CH2:26][CH2:25][O:24][CH2:23][CH2:22]1. (6) Given the reactants [CH2:1]([C:3]1[C:8]([C:9]([OH:11])=O)=[CH:7][N:6]=[C:5]([S:12][CH3:13])[N:4]=1)[CH3:2].CN(C)C=O.C(Cl)(=O)C(Cl)=O.[CH3:25][C:26]1[C:30]([NH2:31])=[C:29]([CH3:32])[O:28][N:27]=1, predict the reaction product. The product is: [CH3:25][C:26]1[C:30]([NH:31][C:9]([C:8]2[C:3]([CH2:1][CH3:2])=[N:4][C:5]([S:12][CH3:13])=[N:6][CH:7]=2)=[O:11])=[C:29]([CH3:32])[O:28][N:27]=1. (7) Given the reactants [F:1][C:2]1([F:35])[CH2:7][CH2:6][CH:5]([C:8]2[N:12]3[C:13]4[C:18]([NH:19][C:20](=[O:21])[C:11]3=[N:10][N:9]=2)=[CH:17][C:16]([C:22]([N:24]2[C:32]3[C:27](=[CH:28][C:29]([F:33])=[CH:30][CH:31]=3)[CH2:26][CH2:25]2)=[O:23])=[C:15]([CH3:34])[CH:14]=4)[CH2:4][CH2:3]1.CO.[ClH:38].C(OCC)(=O)C, predict the reaction product. The product is: [ClH:38].[F:35][C:2]1([F:1])[CH2:7][CH2:6][CH:5]([C:8]2[N:12]3[C:13]4[C:18]([NH:19][C:20](=[O:21])[C:11]3=[N:10][N:9]=2)=[CH:17][C:16]([C:22]([N:24]2[C:32]3[C:27](=[CH:28][C:29]([F:33])=[CH:30][CH:31]=3)[CH2:26][CH2:25]2)=[O:23])=[C:15]([CH3:34])[CH:14]=4)[CH2:4][CH2:3]1. (8) Given the reactants C(O[C:4](=[O:21])[C@H:5]([N:7]1[C:12]2[CH:13]=[C:14]([N+:17]([O-:19])=[O:18])[CH:15]=[CH:16][C:11]=2[O:10][CH2:9][C:8]1=S)[CH3:6])C.O.[NH2:23][NH2:24], predict the reaction product. The product is: [CH3:6][C@@H:5]1[C:4](=[O:21])[NH:24][N:23]=[C:8]2[CH2:9][O:10][C:11]3[CH:16]=[CH:15][C:14]([N+:17]([O-:19])=[O:18])=[CH:13][C:12]=3[N:7]12. (9) Given the reactants C([O:8][C:9]1[CH:10]=[C:11]2[C:16](=[CH:17][CH:18]=1)[N:15]([CH:19]1[CH2:24][CH2:23][S:22](=[O:26])(=[O:25])[CH2:21][CH2:20]1)[C:14](=[O:27])[N:13]([CH2:28][C:29]1[CH:34]=[CH:33][C:32]([O:35][CH3:36])=[C:31]([O:37][CH3:38])[CH:30]=1)[C:12]2=[O:39])C1C=CC=CC=1, predict the reaction product. The product is: [CH3:38][O:37][C:31]1[CH:30]=[C:29]([CH:34]=[CH:33][C:32]=1[O:35][CH3:36])[CH2:28][N:13]1[C:12](=[O:39])[C:11]2[C:16](=[CH:17][CH:18]=[C:9]([OH:8])[CH:10]=2)[N:15]([CH:19]2[CH2:20][CH2:21][S:22](=[O:26])(=[O:25])[CH2:23][CH2:24]2)[C:14]1=[O:27].